The task is: Predict the product of the given reaction.. This data is from Forward reaction prediction with 1.9M reactions from USPTO patents (1976-2016). The product is: [CH3:28][C:23]1([CH3:29])[C:24]([CH3:27])([CH3:26])[O:25][B:21]([C:2]2[CH:7]=[CH:6][CH:5]=[CH:4][C:3]=2[CH2:8][CH2:9][NH:10][C:11](=[O:20])[O:12][CH2:13][C:14]2[CH:19]=[CH:18][CH:17]=[CH:16][CH:15]=2)[O:22]1. Given the reactants Br[C:2]1[CH:7]=[CH:6][CH:5]=[CH:4][C:3]=1[CH2:8][CH2:9][NH:10][C:11](=[O:20])[O:12][CH2:13][C:14]1[CH:19]=[CH:18][CH:17]=[CH:16][CH:15]=1.[B:21]1([B:21]2[O:25][C:24]([CH3:27])([CH3:26])[C:23]([CH3:29])([CH3:28])[O:22]2)[O:25][C:24]([CH3:27])([CH3:26])[C:23]([CH3:29])([CH3:28])[O:22]1.C([O-])(=O)C.[K+], predict the reaction product.